Dataset: Peptide-MHC class I binding affinity with 185,985 pairs from IEDB/IMGT. Task: Regression. Given a peptide amino acid sequence and an MHC pseudo amino acid sequence, predict their binding affinity value. This is MHC class I binding data. (1) The peptide sequence is ILKGKFQTA. The MHC is HLA-B08:01 with pseudo-sequence HLA-B08:01. The binding affinity (normalized) is 0.399. (2) The peptide sequence is QTDDGVRFT. The MHC is HLA-B27:05 with pseudo-sequence HLA-B27:05. The binding affinity (normalized) is 0.0847.